Predict the reactants needed to synthesize the given product. From a dataset of Full USPTO retrosynthesis dataset with 1.9M reactions from patents (1976-2016). (1) Given the product [C:1]([O:5][C:6]([N:8]1[CH2:13][CH2:12][CH:11]([C:14]2[NH:15][CH:16]=[C:17]([C:19]3[CH:24]=[CH:23][C:22]([F:25])=[C:21]([C:26]([F:29])([F:28])[F:27])[CH:20]=3)[N:35]=2)[CH2:10][CH2:9]1)=[O:7])([CH3:4])([CH3:3])[CH3:2], predict the reactants needed to synthesize it. The reactants are: [C:1]([O:5][C:6]([N:8]1[CH2:13][CH2:12][CH:11]([C:14](=O)[NH:15][CH2:16][C:17]([C:19]2[CH:24]=[CH:23][C:22]([F:25])=[C:21]([C:26]([F:29])([F:28])[F:27])[CH:20]=2)=O)[CH2:10][CH2:9]1)=[O:7])([CH3:4])([CH3:3])[CH3:2].C([O-])(=O)C.[NH4+:35]. (2) Given the product [CH3:30][C:8]1([CH3:29])[C:5]2=[N:6][CH:7]=[C:2]([N:31]3[CH2:36][CH2:35][O:34][CH2:33][CH2:32]3)[CH:3]=[C:4]2[N:10]([C:11]2[C:20]3[C:15](=[CH:16][CH:17]=[CH:18][C:19]=3[F:21])[N:14]=[C:13]([C:22]3[CH:27]=[CH:26][CH:25]=[CH:24][N:23]=3)[C:12]=2[CH3:28])[CH2:9]1, predict the reactants needed to synthesize it. The reactants are: Br[C:2]1[CH:3]=[C:4]2[N:10]([C:11]3[C:20]4[C:15](=[CH:16][CH:17]=[CH:18][C:19]=4[F:21])[N:14]=[C:13]([C:22]4[CH:27]=[CH:26][CH:25]=[CH:24][N:23]=4)[C:12]=3[CH3:28])[CH2:9][C:8]([CH3:30])([CH3:29])[C:5]2=[N:6][CH:7]=1.[NH:31]1[CH2:36][CH2:35][O:34][CH2:33][CH2:32]1.C1(P(C2CCCCC2)C2(C(C)C)CC(C(C)C)=CC(C(C)C)=C2C2C=CC=CC=2)CCCCC1.CC(C)([O-])C.[Na+]. (3) The reactants are: [Cl:1][C:2]1[CH:7]=[CH:6][C:5]([C:8]2[C:9]3[C:22]([NH:23][CH3:24])=[N:21][CH:20]=[CH:19][C:10]=3[C:11]3[C:17]([CH3:18])=[N:16][O:15][C:12]=3[CH2:13][N:14]=2)=[CH:4][CH:3]=1.[CH2:25](N)C. Given the product [Cl:1][C:2]1[CH:7]=[CH:6][C:5]([C:8]2[C:9]3[C:22]([NH:23][CH2:24][CH3:25])=[N:21][CH:20]=[CH:19][C:10]=3[C:11]3[C:17]([CH3:18])=[N:16][O:15][C:12]=3[CH2:13][N:14]=2)=[CH:4][CH:3]=1, predict the reactants needed to synthesize it. (4) Given the product [CH3:1][O:21][C:20]([C:17]1[CH:18]=[CH:19][C:10]([Br:9])=[C:11]2[C:16]=1[N:15]=[CH:14][CH:13]=[CH:12]2)=[O:22], predict the reactants needed to synthesize it. The reactants are: [C:1]([O-])([O-])=O.[K+].[K+].CI.[Br:9][C:10]1[CH:19]=[CH:18][C:17]([C:20]([OH:22])=[O:21])=[C:16]2[C:11]=1[CH:12]=[CH:13][CH:14]=[N:15]2.